From a dataset of Full USPTO retrosynthesis dataset with 1.9M reactions from patents (1976-2016). Predict the reactants needed to synthesize the given product. (1) Given the product [CH3:10][C:8]1[O:9][C:5]2[CH:4]=[CH:3][C:2]([C:49]3[CH:50]=[CH:51][C:46]([C:44]([O:43][CH3:42])=[O:45])=[CH:47][CH:48]=3)=[CH:11][C:6]=2[N:7]=1, predict the reactants needed to synthesize it. The reactants are: Cl[C:2]1[CH:3]=[CH:4][C:5]2[O:9][C:8]([CH3:10])=[N:7][C:6]=2[CH:11]=1.[F-].[Cs+].C1(P(C2CCCCC2)C2C=CC=CC=2C2C=CC=CC=2N(C)C)CCCCC1.[CH3:42][O:43][C:44]([C:46]1[CH:51]=[CH:50][C:49](B(O)O)=[CH:48][CH:47]=1)=[O:45]. (2) Given the product [C:1]([NH:4][C@H:5]([C:6]([O:8][CH2:9][CH3:10])=[O:7])[C:20](=[O:21])[C:19]1[CH:23]=[CH:24][CH:25]=[CH:26][C:18]=1[CH3:17])(=[O:3])[CH3:2], predict the reactants needed to synthesize it. The reactants are: [C:1]([NH:4][CH2:5][C:6]([O:8][CH2:9][CH3:10])=[O:7])(=[O:3])[CH3:2].CN1C=CN=C1.[CH3:17][C:18]1[CH:26]=[CH:25][CH:24]=[CH:23][C:19]=1[C:20](Cl)=[O:21].C(N(CCCC)CCCC)CCC. (3) Given the product [Cl:3][C:10]1[CH:23]=[CH:22][C:21]2[C:12](=[C:13]3[C:18](=[CH:19][CH:20]=2)[CH:17]=[CH:16][CH:15]=[N:14]3)[N:11]=1, predict the reactants needed to synthesize it. The reactants are: O=P(Cl)(Cl)[Cl:3].COC([C:10]1[CH:23]=[C:22](Cl)[C:21]2[C:12](=[C:13]3[C:18](=[CH:19][C:20]=2OC)[CH:17]=[CH:16][CH:15]=[N:14]3)[N:11]=1)=O. (4) The reactants are: [Cl:1][C:2]1[C:7]2[NH:8][CH:9]=[N:10][C:6]=2[CH:5]=[C:4]([Cl:11])[N:3]=1.C1C=CC(P(C2C=CC=CC=2)C2C=CC=CC=2)=CC=1.[F:31][C:32]([F:42])([F:41])[C:33]1[CH:40]=[CH:39][C:36]([CH2:37]O)=[CH:35][CH:34]=1.N(C(OC(C)C)=O)=NC(OC(C)C)=O.C1(C)C=CC(S(O)(=O)=O)=CC=1. Given the product [Cl:1][C:2]1[C:7]2[N:8]([CH2:37][C:36]3[CH:35]=[CH:34][C:33]([C:32]([F:31])([F:41])[F:42])=[CH:40][CH:39]=3)[CH:9]=[N:10][C:6]=2[CH:5]=[C:4]([Cl:11])[N:3]=1, predict the reactants needed to synthesize it. (5) Given the product [C:21]1([CH2:27][C@@H:28]([NH:35][C:18]([C:6]2[C:7]([CH2:9][CH:10]3[CH2:11][CH2:12][C:13]4([CH2:14][CH2:15]4)[CH2:16][CH2:17]3)=[N:8][C:3]([C:1]#[N:2])=[N:4][CH:5]=2)=[O:20])[CH2:29][N:30]2[CH2:34][CH2:33][CH2:32][CH2:31]2)[CH:22]=[CH:23][CH:24]=[CH:25][CH:26]=1, predict the reactants needed to synthesize it. The reactants are: [C:1]([C:3]1[N:8]=[C:7]([CH2:9][CH:10]2[CH2:17][CH2:16][C:13]3([CH2:15][CH2:14]3)[CH2:12][CH2:11]2)[C:6]([C:18]([OH:20])=O)=[CH:5][N:4]=1)#[N:2].[C:21]1([CH2:27][C@@H:28]([NH2:35])[CH2:29][N:30]2[CH2:34][CH2:33][CH2:32][CH2:31]2)[CH:26]=[CH:25][CH:24]=[CH:23][CH:22]=1.CCN=C=NCCCN(C)C.Cl.O.C1C=NC2N(O)N=NC=2C=1. (6) Given the product [F:22][C:2]([F:1])([F:21])[C:3]([N:5]1[CH2:11][CH:10]([CH:12]([CH3:14])[CH3:13])[C:9]2[CH:15]=[C:16]([Br:23])[C:17]([O:19][CH3:20])=[CH:18][C:8]=2[CH2:7][CH2:6]1)=[O:4], predict the reactants needed to synthesize it. The reactants are: [F:1][C:2]([F:22])([F:21])[C:3]([N:5]1[CH2:11][CH:10]([CH:12]([CH3:14])[CH3:13])[C:9]2[CH:15]=[CH:16][C:17]([O:19][CH3:20])=[CH:18][C:8]=2[CH2:7][CH2:6]1)=[O:4].[Br:23]N1C(=O)CCC1=O. (7) Given the product [F:27][C:26]([F:29])([F:28])[S:23]([NH:20][C:17]1[CH:18]=[CH:19][C:14]([O:13][C:10]2[CH:9]=[CH:8][C:7]([O:6][C:5]3[CH:21]=[CH:22][C:2]([NH:1][S:23]([C:26]([F:27])([F:28])[F:29])(=[O:24])=[O:25])=[CH:3][CH:4]=3)=[CH:12][CH:11]=2)=[CH:15][CH:16]=1)(=[O:25])=[O:24], predict the reactants needed to synthesize it. The reactants are: [NH2:1][C:2]1[CH:22]=[CH:21][C:5]([O:6][C:7]2[CH:12]=[CH:11][C:10]([O:13][C:14]3[CH:19]=[CH:18][C:17]([NH2:20])=[CH:16][CH:15]=3)=[CH:9][CH:8]=2)=[CH:4][CH:3]=1.[S:23](O[S:23]([C:26]([F:29])([F:28])[F:27])(=[O:25])=[O:24])([C:26]([F:29])([F:28])[F:27])(=[O:25])=[O:24].C(=O)(O)[O-].[Na+].